Predict the reaction yield, written as a fraction of the theoretical maximum amount of product (1.0 means a 100% yield; for example, 0.34 means a 34% yield). From a dataset of Reaction yield outcomes from USPTO patents with 853,638 reactions. (1) The reactants are [Cl:1][C:2]1[S:3][CH:4]=[CH:5][N:6]=1.[Li]CCCC.CON(C)[C:15](=[O:17])[CH3:16]. The catalyst is C1COCC1.O. The product is [Cl:1][C:2]1[S:3][C:4]([C:15](=[O:17])[CH3:16])=[CH:5][N:6]=1. The yield is 0.730. (2) The reactants are [Cl:1][C:2]1[CH:3]=[CH:4][C:5](F)=[C:6]([CH:9]=1)[CH:7]=[O:8].[C:11]([C:13]1[CH:18]=[CH:17][C:16]([OH:19])=[CH:15][CH:14]=1)#[N:12].C([O-])([O-])=O.[K+].[K+]. The catalyst is CN(C)C(=O)C. The product is [Cl:1][C:2]1[CH:3]=[CH:4][C:5]([O:19][C:16]2[CH:17]=[CH:18][C:13]([C:11]#[N:12])=[CH:14][CH:15]=2)=[C:6]([CH:7]=[O:8])[CH:9]=1. The yield is 0.850.